This data is from Forward reaction prediction with 1.9M reactions from USPTO patents (1976-2016). The task is: Predict the product of the given reaction. (1) Given the reactants O[CH:2]1[CH2:7][CH2:6][N:5]([C:8]([CH:10]2[CH2:15][CH2:14][CH:13]([NH:16][C:17]3[N:22]=[C:21]([N:23]4[C:31]5[C:26](=[C:27]([O:32][CH2:33][CH2:34][CH2:35][S:36]([CH3:39])(=[O:38])=[O:37])[CH:28]=[CH:29][CH:30]=5)[CH:25]=[CH:24]4)[CH:20]=[CH:19][N:18]=3)[CH2:12][CH2:11]2)=[O:9])[CH2:4][CH2:3]1.[C:40]([O:44][C:45](=[O:54])[NH:46][CH2:47]C1CCNCC1)([CH3:43])([CH3:42])[CH3:41].C(N(C(C)C)CC)(C)C.F[P-](F)(F)(F)(F)F.N1(O[P+](N(C)C)(N(C)C)N(C)C)C2C=CC=CC=2N=N1, predict the reaction product. The product is: [C:40]([O:44][C:45](=[O:54])[NH:46][CH2:47][CH:2]1[CH2:7][CH2:6][N:5]([C:8]([CH:10]2[CH2:11][CH2:12][CH:13]([NH:16][C:17]3[N:22]=[C:21]([N:23]4[C:31]5[C:26](=[C:27]([O:32][CH2:33][CH2:34][CH2:35][S:36]([CH3:39])(=[O:38])=[O:37])[CH:28]=[CH:29][CH:30]=5)[CH:25]=[CH:24]4)[CH:20]=[CH:19][N:18]=3)[CH2:14][CH2:15]2)=[O:9])[CH2:4][CH2:3]1)([CH3:43])([CH3:42])[CH3:41]. (2) Given the reactants [I:1][C:2]1[C:10]2[C:5](=[CH:6][CH:7]=[CH:8][C:9]=2[N+:11]([O-])=O)[N:4]([CH2:14][C:15]2[S:19][C:18]([CH3:20])=[N:17][CH:16]=2)[N:3]=1.[Cl-].[NH4+], predict the reaction product. The product is: [I:1][C:2]1[C:10]2[C:9]([NH2:11])=[CH:8][CH:7]=[CH:6][C:5]=2[N:4]([CH2:14][C:15]2[S:19][C:18]([CH3:20])=[N:17][CH:16]=2)[N:3]=1. (3) Given the reactants [CH3:1][N:2]1[C:6]([CH2:7]O)=[CH:5][C:4]([C:9]2[CH:14]=[CH:13][C:12]([C:15]([F:18])([F:17])[F:16])=[CH:11][CH:10]=2)=[N:3]1.S(Cl)([Cl:21])=O, predict the reaction product. The product is: [Cl:21][CH2:7][C:6]1[N:2]([CH3:1])[N:3]=[C:4]([C:9]2[CH:14]=[CH:13][C:12]([C:15]([F:18])([F:17])[F:16])=[CH:11][CH:10]=2)[CH:5]=1. (4) Given the reactants Br[C:2]1[N:3]=[C:4]([C:17]#[N:18])[C:5]([NH:8][C:9](=[O:16])[C:10]2[CH:15]=[CH:14][CH:13]=[CH:12][CH:11]=2)=[N:6][CH:7]=1.[F-:19].[K+].C(OCC)(=O)C.O, predict the reaction product. The product is: [C:17]([C:4]1[C:5]([NH:8][C:9](=[O:16])[C:10]2[CH:15]=[CH:14][CH:13]=[CH:12][CH:11]=2)=[N:6][CH:7]=[C:2]([F:19])[N:3]=1)#[N:18]. (5) Given the reactants [N:1]1([C:6]2[CH:12]=[CH:11][C:9]([NH2:10])=[CH:8][CH:7]=2)[CH:5]=[CH:4][N:3]=[CH:2]1.[C:13]1([C:19]2[O:23][N:22]=[CH:21][C:20]=2[CH2:24][CH2:25][C:26](O)=[O:27])[CH:18]=[CH:17][CH:16]=[CH:15][CH:14]=1.O.ON1C2C=CC=CC=2N=N1.Cl.C(N=C=NCCCN(C)C)C, predict the reaction product. The product is: [N:1]1([C:6]2[CH:12]=[CH:11][C:9]([NH:10][C:26](=[O:27])[CH2:25][CH2:24][C:20]3[CH:21]=[N:22][O:23][C:19]=3[C:13]3[CH:14]=[CH:15][CH:16]=[CH:17][CH:18]=3)=[CH:8][CH:7]=2)[CH:5]=[CH:4][N:3]=[CH:2]1. (6) Given the reactants Cl.[F:2][C:3]1[CH:4]=[C:5]([CH:11]2[CH2:16][CH:15]([C:17]([O:19][CH3:20])=[O:18])[CH2:14][CH2:13][NH:12]2)[CH:6]=[C:7]([F:10])[C:8]=1[F:9].CCN(C(C)C)C(C)C.[C:30](Cl)(=[O:33])[O:31][CH3:32], predict the reaction product. The product is: [F:10][C:7]1[CH:6]=[C:5]([CH:11]2[CH2:16][CH:15]([C:17]([O:19][CH3:20])=[O:18])[CH2:14][CH2:13][N:12]2[C:30]([O:31][CH3:32])=[O:33])[CH:4]=[C:3]([F:2])[C:8]=1[F:9]. (7) The product is: [Cl:8][C:4]1[CH:5]=[CH:6][CH:7]=[C:2]([Cl:1])[C:3]=1[C:9]1[C:13]([CH2:14][O:15][C:16]2[CH:21]=[CH:20][C:19]([C:22]3[CH:23]=[C:24]4[C:29](=[CH:30][CH:31]=3)[N:28]=[C:27]([C:32]([O-:34])=[O:33])[CH:26]=[CH:25]4)=[CH:18][CH:17]=2)=[C:12]([CH:35]([CH3:37])[CH3:36])[O:11][N:10]=1.[Na+:39]. Given the reactants [Cl:1][C:2]1[CH:7]=[CH:6][CH:5]=[C:4]([Cl:8])[C:3]=1[C:9]1[C:13]([CH2:14][O:15][C:16]2[CH:21]=[CH:20][C:19]([C:22]3[CH:23]=[C:24]4[C:29](=[CH:30][CH:31]=3)[N:28]=[C:27]([C:32]([OH:34])=[O:33])[CH:26]=[CH:25]4)=[CH:18][CH:17]=2)=[C:12]([CH:35]([CH3:37])[CH3:36])[O:11][N:10]=1.[OH-].[Na+:39], predict the reaction product. (8) Given the reactants [CH:1]([N:4]1[CH2:9][CH2:8][CH:7]([NH:10][CH2:11][C:12]2[S:13][CH:14]=[CH:15][N:16]=2)[CH2:6][CH2:5]1)([CH3:3])[CH3:2].[O:17]=[C:18]1[C:26]2[C:21](=[CH:22][CH:23]=[CH:24][CH:25]=2)[C:20](=[O:27])[N:19]1[CH2:28][CH2:29][S:30](Cl)(=[O:32])=[O:31], predict the reaction product. The product is: [CH:1]([N:4]1[CH2:9][CH2:8][CH:7]([N:10]([CH2:11][C:12]2[S:13][CH:14]=[CH:15][N:16]=2)[S:30]([CH2:29][CH2:28][N:19]2[C:18](=[O:17])[C:26]3[C:21](=[CH:22][CH:23]=[CH:24][CH:25]=3)[C:20]2=[O:27])(=[O:31])=[O:32])[CH2:6][CH2:5]1)([CH3:3])[CH3:2]. (9) Given the reactants C([O:8][C:9]([C@@H:11]1[CH2:15][CH2:14][CH2:13][N:12]1[C:16](=[O:32])[C@@H:17]([NH:24][C:25]([O:27][C:28]([CH3:31])([CH3:30])[CH3:29])=[O:26])[C:18]1[CH:23]=[CH:22][CH:21]=[CH:20][CH:19]=1)=[O:10])C1C=CC=CC=1.C(OC(N[C@H](C1C=CC=CC=1)C(N1CCC[C@H]1C(O)=O)=O)=O)(C)(C)C, predict the reaction product. The product is: [C:28]([O:27][C:25]([NH:24][C@@H:17]([C:18]1[CH:23]=[CH:22][CH:21]=[CH:20][CH:19]=1)[C:16]([N:12]1[CH2:13][CH2:14][CH2:15][C@H:11]1[C:9]([OH:10])=[O:8])=[O:32])=[O:26])([CH3:31])([CH3:29])[CH3:30]. (10) Given the reactants [F:1][C:2]1[CH:32]=[CH:31][C:5]([CH2:6][NH:7][C:8]([C:10]2[C:19]([OH:20])=[C:18]3[C:13]([CH:14]=[CH:15][CH:16]=[N:17]3)=[C:12]([CH2:21][CH2:22][N:23]([CH2:28][CH2:29][NH2:30])[C:24](=[O:27])[CH2:25]Cl)[N:11]=2)=[O:9])=[CH:4][CH:3]=1.C(N(C(C)C)CC)(C)C, predict the reaction product. The product is: [F:1][C:2]1[CH:32]=[CH:31][C:5]([CH2:6][NH:7][C:8]([C:10]2[C:19]([OH:20])=[C:18]3[C:13]([CH:14]=[CH:15][CH:16]=[N:17]3)=[C:12]([CH2:21][CH2:22][N:23]3[CH2:28][CH2:29][NH:30][CH2:25][C:24]3=[O:27])[N:11]=2)=[O:9])=[CH:4][CH:3]=1.